Dataset: NCI-60 drug combinations with 297,098 pairs across 59 cell lines. Task: Regression. Given two drug SMILES strings and cell line genomic features, predict the synergy score measuring deviation from expected non-interaction effect. (1) Drug 1: CC1CCC2CC(C(=CC=CC=CC(CC(C(=O)C(C(C(=CC(C(=O)CC(OC(=O)C3CCCCN3C(=O)C(=O)C1(O2)O)C(C)CC4CCC(C(C4)OC)OCCO)C)C)O)OC)C)C)C)OC. Drug 2: CS(=O)(=O)CCNCC1=CC=C(O1)C2=CC3=C(C=C2)N=CN=C3NC4=CC(=C(C=C4)OCC5=CC(=CC=C5)F)Cl. Cell line: HT29. Synergy scores: CSS=1.29, Synergy_ZIP=5.27, Synergy_Bliss=9.81, Synergy_Loewe=3.46, Synergy_HSA=4.14. (2) Drug 1: CC1=C2C(C(=O)C3(C(CC4C(C3C(C(C2(C)C)(CC1OC(=O)C(C(C5=CC=CC=C5)NC(=O)OC(C)(C)C)O)O)OC(=O)C6=CC=CC=C6)(CO4)OC(=O)C)O)C)O. Drug 2: CCC1=C2CN3C(=CC4=C(C3=O)COC(=O)C4(CC)O)C2=NC5=C1C=C(C=C5)O. Cell line: MCF7. Synergy scores: CSS=20.1, Synergy_ZIP=-6.61, Synergy_Bliss=-1.05, Synergy_Loewe=-17.5, Synergy_HSA=1.45.